This data is from Catalyst prediction with 721,799 reactions and 888 catalyst types from USPTO. The task is: Predict which catalyst facilitates the given reaction. (1) Reactant: Cl[C:2]1[C:3]2[S:10][C:9]([C:11]([NH2:13])=[O:12])=[CH:8][C:4]=2[N:5]=[CH:6][N:7]=1.FC(F)(F)C(O)=O.FC(F)(F)C(O)=O.[N:28]1([CH2:34][CH2:35][NH:36][S:37]([CH3:40])(=[O:39])=[O:38])[CH2:33][CH2:32][NH:31][CH2:30][CH2:29]1.CCN(C(C)C)C(C)C. Product: [CH3:40][S:37]([NH:36][CH2:35][CH2:34][N:28]1[CH2:33][CH2:32][N:31]([C:2]2[C:3]3[S:10][C:9]([C:11]([NH2:13])=[O:12])=[CH:8][C:4]=3[N:5]=[CH:6][N:7]=2)[CH2:30][CH2:29]1)(=[O:38])=[O:39]. The catalyst class is: 23. (2) Reactant: [CH3:1][NH:2][C:3]1[N:8]=[C:7]2[N:9]([CH2:18][C@H:19]3[CH2:24][CH2:23][C@H:22]([NH:25]C(=O)OC(C)(C)C)[CH2:21][CH2:20]3)[N:10]=[C:11]([C:12]3[CH:17]=[CH:16][CH:15]=[CH:14][CH:13]=3)[C:6]2=[CH:5][N:4]=1. Product: [NH2:25][C@H:22]1[CH2:21][CH2:20][C@H:19]([CH2:18][N:9]2[C:7]3=[N:8][C:3]([NH:2][CH3:1])=[N:4][CH:5]=[C:6]3[C:11]([C:12]3[CH:17]=[CH:16][CH:15]=[CH:14][CH:13]=3)=[N:10]2)[CH2:24][CH2:23]1. The catalyst class is: 2. (3) The catalyst class is: 96. Product: [CH3:1][O:2][C:3](=[O:20])[C@@H:4]([NH:12][C:13]([O:15][C:16]([CH3:17])([CH3:19])[CH3:18])=[O:14])[C@H:5]1[CH2:6][CH2:7][C@@H:8]([O:11][S:31]([CH3:30])(=[O:33])=[O:32])[CH2:9][CH2:10]1. Reactant: [CH3:1][O:2][C:3](=[O:20])[C@@H:4]([NH:12][C:13]([O:15][C:16]([CH3:19])([CH3:18])[CH3:17])=[O:14])[C@H:5]1[CH2:10][CH2:9][C@@H:8]([OH:11])[CH2:7][CH2:6]1.C(N(C(C)C)CC)(C)C.[CH3:30][S:31](Cl)(=[O:33])=[O:32]. (4) Reactant: [CH3:1][O:2][C:3]1[CH:8]=[CH:7][C:6]([C:9]#[C:10][C:11]2[CH:12]=[N:13][CH:14]=[CH:15][C:16]=2[CH:17]=[N:18][OH:19])=[CH:5][CH:4]=1.C(=O)([O-])[O-].[K+].[K+].O. Product: [CH3:1][O:2][C:3]1[CH:8]=[CH:7][C:6]([C:9]2[N+:18]([O-:19])=[CH:17][C:16]3[C:11]([CH:10]=2)=[CH:12][N:13]=[CH:14][CH:15]=3)=[CH:5][CH:4]=1. The catalyst class is: 8. (5) Reactant: [Cl:1][C:2]1[C:3](F)=[C:4]2[C:9](=[CH:10][CH:11]=1)[O:8][CH:7]([C:12]([F:15])([F:14])[F:13])[C:6]([C:16]([O:18]CC)=[O:17])=[CH:5]2.CS(CCO)(=O)=[O:24].[H-].[Na+]. Product: [Cl:1][C:2]1[C:3]([OH:24])=[C:4]2[C:9](=[CH:10][CH:11]=1)[O:8][CH:7]([C:12]([F:15])([F:14])[F:13])[C:6]([C:16]([OH:18])=[O:17])=[CH:5]2. The catalyst class is: 3.